From a dataset of NCI-60 drug combinations with 297,098 pairs across 59 cell lines. Regression. Given two drug SMILES strings and cell line genomic features, predict the synergy score measuring deviation from expected non-interaction effect. (1) Drug 1: CC1=C2C(C(=O)C3(C(CC4C(C3C(C(C2(C)C)(CC1OC(=O)C(C(C5=CC=CC=C5)NC(=O)C6=CC=CC=C6)O)O)OC(=O)C7=CC=CC=C7)(CO4)OC(=O)C)O)C)OC(=O)C. Drug 2: CNC(=O)C1=NC=CC(=C1)OC2=CC=C(C=C2)NC(=O)NC3=CC(=C(C=C3)Cl)C(F)(F)F. Cell line: A498. Synergy scores: CSS=26.5, Synergy_ZIP=8.94, Synergy_Bliss=17.7, Synergy_Loewe=17.4, Synergy_HSA=15.7. (2) Drug 1: COC1=C(C=C2C(=C1)N=CN=C2NC3=CC(=C(C=C3)F)Cl)OCCCN4CCOCC4. Drug 2: CC1=CC2C(CCC3(C2CCC3(C(=O)C)OC(=O)C)C)C4(C1=CC(=O)CC4)C. Cell line: SK-MEL-5. Synergy scores: CSS=30.4, Synergy_ZIP=3.63, Synergy_Bliss=5.88, Synergy_Loewe=-34.2, Synergy_HSA=-2.51. (3) Drug 1: C(=O)(N)NO. Drug 2: COC1=C2C(=CC3=C1OC=C3)C=CC(=O)O2. Cell line: BT-549. Synergy scores: CSS=6.33, Synergy_ZIP=-1.99, Synergy_Bliss=-1.52, Synergy_Loewe=-0.278, Synergy_HSA=0.0986. (4) Synergy scores: CSS=20.1, Synergy_ZIP=-5.12, Synergy_Bliss=-6.44, Synergy_Loewe=-22.2, Synergy_HSA=-6.03. Drug 1: CCN(CC)CCNC(=O)C1=C(NC(=C1C)C=C2C3=C(C=CC(=C3)F)NC2=O)C. Drug 2: CN(CC1=CN=C2C(=N1)C(=NC(=N2)N)N)C3=CC=C(C=C3)C(=O)NC(CCC(=O)O)C(=O)O. Cell line: SW-620.